Regression. Given two drug SMILES strings and cell line genomic features, predict the synergy score measuring deviation from expected non-interaction effect. From a dataset of NCI-60 drug combinations with 297,098 pairs across 59 cell lines. (1) Drug 1: CC1(CCCN1)C2=NC3=C(C=CC=C3N2)C(=O)N. Drug 2: CCC1=C2CN3C(=CC4=C(C3=O)COC(=O)C4(CC)O)C2=NC5=C1C=C(C=C5)O. Cell line: T-47D. Synergy scores: CSS=31.7, Synergy_ZIP=10.3, Synergy_Bliss=13.7, Synergy_Loewe=-24.6, Synergy_HSA=11.7. (2) Cell line: A549. Drug 2: CCC1=C2CN3C(=CC4=C(C3=O)COC(=O)C4(CC)O)C2=NC5=C1C=C(C=C5)O. Synergy scores: CSS=18.0, Synergy_ZIP=-3.18, Synergy_Bliss=1.79, Synergy_Loewe=-28.5, Synergy_HSA=1.57. Drug 1: CCC(=C(C1=CC=CC=C1)C2=CC=C(C=C2)OCCN(C)C)C3=CC=CC=C3.C(C(=O)O)C(CC(=O)O)(C(=O)O)O. (3) Drug 1: C1=CC=C(C(=C1)C(C2=CC=C(C=C2)Cl)C(Cl)Cl)Cl. Drug 2: CC12CCC3C(C1CCC2O)C(CC4=C3C=CC(=C4)O)CCCCCCCCCS(=O)CCCC(C(F)(F)F)(F)F. Cell line: UACC-257. Synergy scores: CSS=1.48, Synergy_ZIP=-0.575, Synergy_Bliss=-1.62, Synergy_Loewe=-1.20, Synergy_HSA=-1.62. (4) Drug 1: CC1=C(C(CCC1)(C)C)C=CC(=CC=CC(=CC(=O)O)C)C. Drug 2: CC12CCC3C(C1CCC2O)C(CC4=C3C=CC(=C4)O)CCCCCCCCCS(=O)CCCC(C(F)(F)F)(F)F. Cell line: SR. Synergy scores: CSS=14.5, Synergy_ZIP=-3.62, Synergy_Bliss=-7.39, Synergy_Loewe=-3.81, Synergy_HSA=-3.49. (5) Drug 1: C1CCN(CC1)CCOC2=CC=C(C=C2)C(=O)C3=C(SC4=C3C=CC(=C4)O)C5=CC=C(C=C5)O. Drug 2: CN(C)N=NC1=C(NC=N1)C(=O)N. Cell line: NCI-H460. Synergy scores: CSS=4.07, Synergy_ZIP=-1.73, Synergy_Bliss=1.38, Synergy_Loewe=-0.797, Synergy_HSA=-0.167. (6) Synergy scores: CSS=22.7, Synergy_ZIP=-6.67, Synergy_Bliss=-10.2, Synergy_Loewe=-18.4, Synergy_HSA=-7.61. Drug 1: CC(CN1CC(=O)NC(=O)C1)N2CC(=O)NC(=O)C2. Cell line: HCC-2998. Drug 2: CC1=C(C(=O)C2=C(C1=O)N3CC4C(C3(C2COC(=O)N)OC)N4)N. (7) Drug 1: CC1CCC2CC(C(=CC=CC=CC(CC(C(=O)C(C(C(=CC(C(=O)CC(OC(=O)C3CCCCN3C(=O)C(=O)C1(O2)O)C(C)CC4CCC(C(C4)OC)O)C)C)O)OC)C)C)C)OC. Drug 2: C1=NNC2=C1C(=O)NC=N2. Cell line: SK-MEL-5. Synergy scores: CSS=4.29, Synergy_ZIP=-2.41, Synergy_Bliss=0.535, Synergy_Loewe=-9.06, Synergy_HSA=-1.32. (8) Drug 1: CCC1(C2=C(COC1=O)C(=O)N3CC4=CC5=C(C=CC(=C5CN(C)C)O)N=C4C3=C2)O.Cl. Drug 2: C1C(C(OC1N2C=NC(=NC2=O)N)CO)O. Cell line: COLO 205. Synergy scores: CSS=50.5, Synergy_ZIP=0.262, Synergy_Bliss=-0.469, Synergy_Loewe=2.99, Synergy_HSA=5.06. (9) Drug 1: C1CC(C1)(C(=O)O)C(=O)O.[NH2-].[NH2-].[Pt+2]. Drug 2: CC1CCC2CC(C(=CC=CC=CC(CC(C(=O)C(C(C(=CC(C(=O)CC(OC(=O)C3CCCCN3C(=O)C(=O)C1(O2)O)C(C)CC4CCC(C(C4)OC)OCCO)C)C)O)OC)C)C)C)OC. Cell line: A549. Synergy scores: CSS=10.2, Synergy_ZIP=-2.89, Synergy_Bliss=0.551, Synergy_Loewe=-0.966, Synergy_HSA=-0.0272. (10) Drug 1: C1CCN(CC1)CCOC2=CC=C(C=C2)C(=O)C3=C(SC4=C3C=CC(=C4)O)C5=CC=C(C=C5)O. Drug 2: C1CNP(=O)(OC1)N(CCCl)CCCl. Cell line: U251. Synergy scores: CSS=0.0165, Synergy_ZIP=-0.789, Synergy_Bliss=-2.75, Synergy_Loewe=-2.66, Synergy_HSA=-2.46.